From a dataset of Full USPTO retrosynthesis dataset with 1.9M reactions from patents (1976-2016). Predict the reactants needed to synthesize the given product. (1) Given the product [CH3:1][C:2]1[C:3]([O:29][C:25]2[CH:26]=[CH:27][CH:28]=[C:23]([C:22]([F:21])([F:30])[F:31])[CH:24]=2)=[N:4][C:5]([N:8]2[CH:12]=[C:11]([C:13]([F:16])([F:15])[F:14])[CH:10]=[N:9]2)=[N:6][CH:7]=1, predict the reactants needed to synthesize it. The reactants are: [CH3:1][C:2]1[C:3](S(C)(=O)=O)=[N:4][C:5]([N:8]2[CH:12]=[C:11]([C:13]([F:16])([F:15])[F:14])[CH:10]=[N:9]2)=[N:6][CH:7]=1.[F:21][C:22]([F:31])([F:30])[C:23]1[CH:24]=[C:25]([OH:29])[CH:26]=[CH:27][CH:28]=1.C([O-])([O-])=O.[K+].[K+].O. (2) The reactants are: [CH3:1][C:2]1([CH3:20])[CH2:7][O:6][C:5]([CH2:14][S:15][CH2:16][C:17]([OH:19])=O)([C:8]2[CH:13]=[CH:12][CH:11]=[CH:10][CH:9]=2)[O:4][CH2:3]1.C1(N=C=NC2CCCCC2)CCCCC1.[C:36]1([C@H:42]2[CH2:46][O:45][C:44](=[O:47])[NH:43]2)[CH:41]=[CH:40][CH:39]=[CH:38][CH:37]=1. Given the product [CH3:20][C:2]1([CH3:1])[CH2:3][O:4][C:5]([CH2:14][S:15][CH2:16][C:17]([N:43]2[C@@H:42]([C:36]3[CH:41]=[CH:40][CH:39]=[CH:38][CH:37]=3)[CH2:46][O:45][C:44]2=[O:47])=[O:19])([C:8]2[CH:9]=[CH:10][CH:11]=[CH:12][CH:13]=2)[O:6][CH2:7]1, predict the reactants needed to synthesize it. (3) Given the product [F:15][C:14]1[CH:13]=[CH:12][C:10]([NH:11][C:1](=[O:3])[CH3:2])=[CH:9][C:8]=1[N+:5]([O-:7])=[O:6], predict the reactants needed to synthesize it. The reactants are: [C:1](Cl)(=[O:3])[CH3:2].[N+:5]([C:8]1[CH:9]=[C:10]([CH:12]=[CH:13][C:14]=1[F:15])[NH2:11])([O-:7])=[O:6].CCN(CC)CC. (4) Given the product [CH3:15][C:16]1[CH:17]=[C:18]([CH:22]([C:2]2[CH:9]=[CH:8][C:5]([C:6]#[N:7])=[CH:4][CH:3]=2)[OH:23])[S:19][C:20]=1[CH3:21], predict the reactants needed to synthesize it. The reactants are: I[C:2]1[CH:9]=[CH:8][C:5]([C:6]#[N:7])=[CH:4][CH:3]=1.C([Mg]Cl)(C)C.[CH3:15][C:16]1[CH:17]=[C:18]([CH:22]=[O:23])[S:19][C:20]=1[CH3:21].[Cl-].[NH4+]. (5) Given the product [CH3:1][N:2]([CH3:22])[CH2:3][CH2:4][O:5][C:6]1[CH:11]=[CH:10][C:9]([NH2:12])=[C:8]([O:15][C:16]2[CH:21]=[CH:20][CH:19]=[CH:18][CH:17]=2)[CH:7]=1, predict the reactants needed to synthesize it. The reactants are: [CH3:1][N:2]([CH3:22])[CH2:3][CH2:4][O:5][C:6]1[CH:11]=[CH:10][C:9]([N+:12]([O-])=O)=[C:8]([O:15][C:16]2[CH:21]=[CH:20][CH:19]=[CH:18][CH:17]=2)[CH:7]=1.[H][H]. (6) Given the product [C:1]12([C:11]3[CH:16]=[C:15]([Br:17])[CH:14]=[CH:13][C:12]=3[O:18][Si:31]([C:34]([CH3:37])([CH3:36])[CH3:35])([CH3:33])[CH3:32])[CH2:2][CH:3]3[CH2:9][CH:7]([CH2:6][CH:5]([CH2:4]3)[CH2:10]1)[CH2:8]2, predict the reactants needed to synthesize it. The reactants are: [C:1]12([C:11]3[CH:16]=[C:15]([Br:17])[CH:14]=[CH:13][C:12]=3[OH:18])[CH2:10][CH:5]3[CH2:6][CH:7]([CH2:9][CH:3]([CH2:4]3)[CH2:2]1)[CH2:8]2.CN(C=O)C.C(N(CC)CC)C.[Si:31](Cl)([C:34]([CH3:37])([CH3:36])[CH3:35])([CH3:33])[CH3:32]. (7) Given the product [CH2:31]([O:30][C:28](=[O:29])[C:27]1[CH:33]=[CH:34][C:24]([CH:20]([O:18][C:4]2[CH:5]=[C:6]([F:17])[C:7]([N:8]3[CH:12]=[C:11]([C:13]([F:15])([F:16])[F:14])[CH:10]=[N:9]3)=[C:2]([F:1])[CH:3]=2)[CH2:21][CH2:22][CH3:23])=[CH:25][CH:26]=1)[CH3:32], predict the reactants needed to synthesize it. The reactants are: [F:1][C:2]1[CH:3]=[C:4]([OH:18])[CH:5]=[C:6]([F:17])[C:7]=1[N:8]1[CH:12]=[C:11]([C:13]([F:16])([F:15])[F:14])[CH:10]=[N:9]1.O[CH:20]([C:24]1[CH:34]=[CH:33][C:27]([C:28]([O:30][CH2:31][CH3:32])=[O:29])=[CH:26][CH:25]=1)[CH2:21][CH2:22][CH3:23].C1(P(C2C=CC=CC=2)C2C=CC=CC=2)C=CC=CC=1.N(C(OCCC=[N+]=[N-])=O)=NC([O-])=O. (8) Given the product [OH:16][CH2:15][CH2:14][NH:13][CH:10]1[CH2:11][CH2:12][N:7]([C:4]2[S:5][CH:6]=[C:2]([C:24]3[CH:23]=[C:22]4[C:27]([C:18]([CH3:38])([CH3:17])[CH2:19][CH2:20][C:21]4=[O:37])=[CH:26][CH:25]=3)[N:3]=2)[CH2:8][CH2:9]1, predict the reactants needed to synthesize it. The reactants are: Br[C:2]1[N:3]=[C:4]([N:7]2[CH2:12][CH2:11][CH:10]([NH:13][CH2:14][CH2:15][OH:16])[CH2:9][CH2:8]2)[S:5][CH:6]=1.[CH3:17][C:18]1([CH3:38])[C:27]2[C:22](=[CH:23][C:24](B3OC(C)(C)C(C)(C)O3)=[CH:25][CH:26]=2)[C:21](=[O:37])[CH2:20][CH2:19]1. (9) Given the product [Cl:45][C:22]1[CH:23]=[C:18]([CH:19]=[CH:20][CH:21]=1)[CH2:24][C:6]1[N:7]([CH:33]([CH:29]2[CH2:28][CH2:27][CH2:32][CH2:31][CH2:30]2)[C:34]([NH:43][CH:37]2[CH2:42][CH2:41][CH2:40][CH2:39][CH2:38]2)=[O:36])[C:8]2[CH:13]=[C:12]([F:14])[C:11]([F:15])=[CH:10][C:9]=2[N:16]=1, predict the reactants needed to synthesize it. The reactants are: C(O[C:6](=O)[NH:7][C:8]1[CH:13]=[C:12]([F:14])[C:11]([F:15])=[CH:10][C:9]=1[NH2:16])(C)(C)C.[CH:18]1([CH:24]=O)[CH2:23][CH2:22][CH2:21][CH2:20][CH2:19]1.Cl[C:27]1[CH:28]=[C:29]([CH2:33][C:34]([OH:36])=O)[CH:30]=[CH:31][CH:32]=1.[CH:37]1([N+:43]#[C-])[CH2:42][CH2:41][CH2:40][CH2:39][CH2:38]1.[ClH:45]. (10) Given the product [CH3:21][C:5]1[C:6]([C:8]([N:10]2[CH2:15][CH2:14][CH:13]([N:16]3[CH2:20][CH2:19][CH2:18][CH2:17]3)[CH2:12][CH2:11]2)=[O:9])=[N:7][C:2]([N:32]2[CH:36]=[N:35][CH:34]=[N:33]2)=[C:3]([C:22]2[CH:27]=[CH:26][CH:25]=[C:24]([C:28]([F:31])([F:30])[F:29])[CH:23]=2)[CH:4]=1, predict the reactants needed to synthesize it. The reactants are: Cl[C:2]1[N:7]=[C:6]([C:8]([N:10]2[CH2:15][CH2:14][CH:13]([N:16]3[CH2:20][CH2:19][CH2:18][CH2:17]3)[CH2:12][CH2:11]2)=[O:9])[C:5]([CH3:21])=[CH:4][C:3]=1[C:22]1[CH:27]=[CH:26][CH:25]=[C:24]([C:28]([F:31])([F:30])[F:29])[CH:23]=1.[NH:32]1[CH:36]=[N:35][CH:34]=[N:33]1.[H-].[Na+].